From a dataset of Forward reaction prediction with 1.9M reactions from USPTO patents (1976-2016). Predict the product of the given reaction. (1) The product is: [CH2:1]([C:3]1[S:28][C:6]2[N:7]([CH2:13][C:14]3[CH:19]=[CH:18][C:17]([C:20]4[C:21]([C:26]#[N:27])=[CH:22][CH:23]=[CH:24][CH:25]=4)=[CH:16][CH:15]=3)[C:8](=[O:12])[N:9]([CH2:30][C:31]([C:33]3[CH:38]=[CH:37][C:36]([O:39][CH3:40])=[CH:35][CH:34]=3)=[O:32])[C:10](=[O:11])[C:5]=2[CH:4]=1)[CH3:2]. Given the reactants [CH2:1]([C:3]1[S:28][C:6]2[N:7]([CH2:13][C:14]3[CH:19]=[CH:18][C:17]([C:20]4[C:21]([C:26]#[N:27])=[CH:22][CH:23]=[CH:24][CH:25]=4)=[CH:16][CH:15]=3)[C:8](=[O:12])[NH:9][C:10](=[O:11])[C:5]=2[CH:4]=1)[CH3:2].Br[CH2:30][C:31]([C:33]1[CH:38]=[CH:37][C:36]([O:39][CH3:40])=[CH:35][CH:34]=1)=[O:32].CN(C)C=O.[H-].[Na+], predict the reaction product. (2) Given the reactants [CH3:1][C:2]1[S:6][C:5]([C:7]([O:9][CH3:10])=[O:8])=[CH:4][C:3]=1[N+:11]([O-])=O, predict the reaction product. The product is: [NH2:11][C:3]1[CH:4]=[C:5]([C:7]([O:9][CH3:10])=[O:8])[S:6][C:2]=1[CH3:1].